Dataset: Forward reaction prediction with 1.9M reactions from USPTO patents (1976-2016). Task: Predict the product of the given reaction. (1) Given the reactants [NH2:1][C@@H:2]1[C:11]2[C:6](=[CH:7][CH:8]=[CH:9][CH:10]=2)[C@H:5]([O:12][C:13]2[CH:14]=[CH:15][C:16]3[N:17]([C:19]([N:22]([CH3:24])[CH3:23])=[N:20][N:21]=3)[CH:18]=2)[CH2:4][CH2:3]1.ClC(Cl)(Cl)C[O:28][C:29](=O)[NH:30][C:31]1[N:32]([C:40]2[CH:45]=[CH:44][C:43]([CH3:46])=[CH:42][CH:41]=2)[N:33]=[C:34]([C:36]([CH3:39])([CH3:38])[CH3:37])[CH:35]=1.CCN(C(C)C)C(C)C.N, predict the reaction product. The product is: [C:36]([C:34]1[CH:35]=[C:31]([NH:30][C:29]([NH:1][C@@H:2]2[C:11]3[C:6](=[CH:7][CH:8]=[CH:9][CH:10]=3)[C@H:5]([O:12][C:13]3[CH:14]=[CH:15][C:16]4[N:17]([C:19]([N:22]([CH3:24])[CH3:23])=[N:20][N:21]=4)[CH:18]=3)[CH2:4][CH2:3]2)=[O:28])[N:32]([C:40]2[CH:45]=[CH:44][C:43]([CH3:46])=[CH:42][CH:41]=2)[N:33]=1)([CH3:39])([CH3:37])[CH3:38]. (2) The product is: [F:16][C:17]([F:25])([F:24])[C:18]1[C:23]([OH:27])=[CH:22][CH:21]=[CH:20][N:19]=1.[F:16][C:17]([F:25])([F:24])[C:18]1[C:32]([O:31][CH2:34][C:33]([OH:36])=[O:35])=[CH:22][CH:21]=[CH:20][N:19]=1. Given the reactants [Li]CCCC.CC1(C)CCCC(C)(C)N1.[F:16][C:17]([F:25])([F:24])[C:18]1[CH:23]=[CH:22][CH:21]=[CH:20][N:19]=1.C[O:27]B([O:31][CH3:32])OC.[C:33]([O:36]O)(=[O:35])[CH3:34], predict the reaction product. (3) Given the reactants [Cl:1][C:2]1[CH:19]=[CH:18][C:17]([Cl:20])=[CH:16][C:3]=1[CH2:4][N:5]1[CH2:10][CH2:9][NH:8][C:7]2[N:11]=[CH:12][C:13](I)=[CH:14][C:6]1=2.[Cl:21][C:22]1[CH:27]=[CH:26][C:25](B2OC(C)(C)C(C)(C)O2)=[CH:24][N:23]=1, predict the reaction product. The product is: [Cl:21][C:22]1[N:23]=[CH:24][C:25]([C:13]2[CH:12]=[N:11][C:7]3[NH:8][CH2:9][CH2:10][N:5]([CH2:4][C:3]4[CH:16]=[C:17]([Cl:20])[CH:18]=[CH:19][C:2]=4[Cl:1])[C:6]=3[CH:14]=2)=[CH:26][CH:27]=1. (4) Given the reactants F[C:2]1[C:7]([C:8]2[C:17]3[CH2:16][CH2:15][CH2:14][CH2:13][C:12]=3[N:11]=[C:10]([O:18][CH2:19][C:20]3[CH:25]=[CH:24][CH:23]=[CH:22][N:21]=3)[CH:9]=2)=[CH:6][CH:5]=[CH:4][N:3]=1.[O:26]([C:28](C)(C)C)[K], predict the reaction product. The product is: [CH3:28][O:26][C:2]1[C:7]([C:8]2[C:17]3[CH2:16][CH2:15][CH2:14][CH2:13][C:12]=3[N:11]=[C:10]([O:18][CH2:19][C:20]3[CH:25]=[CH:24][CH:23]=[CH:22][N:21]=3)[CH:9]=2)=[CH:6][CH:5]=[CH:4][N:3]=1. (5) Given the reactants [Cl:1][C:2]1[N:7]=[C:6]([NH:8][CH2:9][C@H:10]2[CH2:15][CH2:14]C[N:12]([C:16]([O:18][C:19]([CH3:22])([CH3:21])[CH3:20])=[O:17])[CH2:11]2)[C:5]([C:23]#[C:24][C:25]2[CH:30]=[CH:29][CH:28]=[CH:27][C:26]=2[Cl:31])=[CH:4][N:3]=1.BrC1C(NC[C@@H]2CCN(C(OC(C)(C)C)=O)C2)=NC(Cl)=NC=1, predict the reaction product. The product is: [Cl:1][C:2]1[N:7]=[C:6]([NH:8][CH2:9][C@@H:10]2[CH2:15][CH2:14][N:12]([C:16]([O:18][C:19]([CH3:20])([CH3:21])[CH3:22])=[O:17])[CH2:11]2)[C:5]([C:23]#[C:24][C:25]2[CH:30]=[CH:29][CH:28]=[CH:27][C:26]=2[Cl:31])=[CH:4][N:3]=1. (6) The product is: [CH3:21][O:20][C:12]1[CH2:13][CH2:14][C@@:15]2([CH3:16])[C:10](=[CH:9][CH2:8][C@@H:7]3[C@@H:17]2[CH2:18][CH2:19][C@@:2]2([CH3:1])[C@H:6]3[CH2:5][CH:4]=[CH:3]2)[CH:11]=1. Given the reactants [CH3:1][C@:2]12[CH2:19][CH2:18][C@H:17]3[C@@H:7]([CH2:8][CH2:9][C:10]4[C@:15]3([CH3:16])[CH2:14][CH2:13][C:12](=[O:20])[CH:11]=4)[C@@H:6]1[CH2:5][CH:4]=[CH:3]2.[CH3:21]OC(OC)(C)C.CO.C(=O)(O)[O-].[Na+], predict the reaction product. (7) Given the reactants [F:1][C:2]1[CH:3]=[C:4]([CH:35]=[CH:36][C:37]=1[F:38])[CH2:5][N:6]1[CH:11]=[CH:10][CH:9]=[C:8]([C:12]([NH:14][C@@H:15]([C:20]2[S:21][C:22]([C:25]3[C:33]4[C:28](=[N:29][CH:30]=[CH:31][CH:32]=4)[NH:27][CH:26]=3)=[CH:23][CH:24]=2)[CH2:16][C:17](O)=[O:18])=[O:13])[C:7]1=[O:34].CN(C)C=O.[CH2:44]([NH2:46])[CH3:45].F[P-](F)(F)(F)(F)F.C[N+](C)=C(N(C)C)ON1C2N=CC=CC=2N=N1, predict the reaction product. The product is: [CH2:44]([NH:46][C:17]([CH2:16][C@@H:15]([NH:14][C:12]([C:8]1[C:7](=[O:34])[N:6]([CH2:5][C:4]2[CH:35]=[CH:36][C:37]([F:38])=[C:2]([F:1])[CH:3]=2)[CH:11]=[CH:10][CH:9]=1)=[O:13])[C:20]1[S:21][C:22]([C:25]2[C:33]3[C:28](=[N:29][CH:30]=[CH:31][CH:32]=3)[NH:27][CH:26]=2)=[CH:23][CH:24]=1)=[O:18])[CH3:45].